From a dataset of NCI-60 drug combinations with 297,098 pairs across 59 cell lines. Regression. Given two drug SMILES strings and cell line genomic features, predict the synergy score measuring deviation from expected non-interaction effect. (1) Drug 1: C1C(C(OC1N2C=NC(=NC2=O)N)CO)O. Drug 2: COCCOC1=C(C=C2C(=C1)C(=NC=N2)NC3=CC=CC(=C3)C#C)OCCOC.Cl. Cell line: HCT116. Synergy scores: CSS=18.2, Synergy_ZIP=-3.58, Synergy_Bliss=-4.41, Synergy_Loewe=-9.66, Synergy_HSA=-3.94. (2) Synergy scores: CSS=7.87, Synergy_ZIP=0.468, Synergy_Bliss=0.561, Synergy_Loewe=-4.52, Synergy_HSA=-1.92. Drug 2: CN(CCCl)CCCl.Cl. Drug 1: CC(C1=C(C=CC(=C1Cl)F)Cl)OC2=C(N=CC(=C2)C3=CN(N=C3)C4CCNCC4)N. Cell line: NCI/ADR-RES. (3) Drug 1: CCCS(=O)(=O)NC1=C(C(=C(C=C1)F)C(=O)C2=CNC3=C2C=C(C=N3)C4=CC=C(C=C4)Cl)F. Drug 2: CS(=O)(=O)C1=CC(=C(C=C1)C(=O)NC2=CC(=C(C=C2)Cl)C3=CC=CC=N3)Cl. Cell line: MOLT-4. Synergy scores: CSS=17.7, Synergy_ZIP=14.9, Synergy_Bliss=19.5, Synergy_Loewe=16.0, Synergy_HSA=16.2. (4) Drug 1: C1=C(C(=O)NC(=O)N1)F. Drug 2: C1=CC(=CC=C1C#N)C(C2=CC=C(C=C2)C#N)N3C=NC=N3. Cell line: OVCAR-5. Synergy scores: CSS=33.3, Synergy_ZIP=0.517, Synergy_Bliss=-1.00, Synergy_Loewe=-3.18, Synergy_HSA=-1.06. (5) Drug 1: CC12CCC3C(C1CCC2=O)CC(=C)C4=CC(=O)C=CC34C. Drug 2: CCC1=C2CN3C(=CC4=C(C3=O)COC(=O)C4(CC)O)C2=NC5=C1C=C(C=C5)O. Cell line: NCI-H226. Synergy scores: CSS=40.5, Synergy_ZIP=-4.87, Synergy_Bliss=1.37, Synergy_Loewe=-0.922, Synergy_HSA=4.89. (6) Drug 1: CC1=C(C=C(C=C1)NC2=NC=CC(=N2)N(C)C3=CC4=NN(C(=C4C=C3)C)C)S(=O)(=O)N.Cl. Drug 2: CC1C(C(=O)NC(C(=O)N2CCCC2C(=O)N(CC(=O)N(C(C(=O)O1)C(C)C)C)C)C(C)C)NC(=O)C3=C4C(=C(C=C3)C)OC5=C(C(=O)C(=C(C5=N4)C(=O)NC6C(OC(=O)C(N(C(=O)CN(C(=O)C7CCCN7C(=O)C(NC6=O)C(C)C)C)C)C(C)C)C)N)C. Cell line: OVCAR-5. Synergy scores: CSS=6.61, Synergy_ZIP=15.6, Synergy_Bliss=19.4, Synergy_Loewe=16.7, Synergy_HSA=17.4. (7) Drug 1: C1=CC(=CC=C1CC(C(=O)O)N)N(CCCl)CCCl.Cl. Drug 2: CC(C)NC(=O)C1=CC=C(C=C1)CNNC.Cl. Cell line: SF-539. Synergy scores: CSS=11.2, Synergy_ZIP=-4.93, Synergy_Bliss=-1.03, Synergy_Loewe=-11.0, Synergy_HSA=-2.74. (8) Drug 1: C1=C(C(=O)NC(=O)N1)N(CCCl)CCCl. Drug 2: CC1=C2C(C(=O)C3(C(CC4C(C3C(C(C2(C)C)(CC1OC(=O)C(C(C5=CC=CC=C5)NC(=O)OC(C)(C)C)O)O)OC(=O)C6=CC=CC=C6)(CO4)OC(=O)C)O)C)O. Cell line: UACC-257. Synergy scores: CSS=7.45, Synergy_ZIP=-8.79, Synergy_Bliss=-4.67, Synergy_Loewe=-13.8, Synergy_HSA=-3.08. (9) Drug 1: CC1=C2C(C(=O)C3(C(CC4C(C3C(C(C2(C)C)(CC1OC(=O)C(C(C5=CC=CC=C5)NC(=O)OC(C)(C)C)O)O)OC(=O)C6=CC=CC=C6)(CO4)OC(=O)C)O)C)O. Drug 2: C(=O)(N)NO. Cell line: A498. Synergy scores: CSS=2.35, Synergy_ZIP=-0.583, Synergy_Bliss=2.21, Synergy_Loewe=0.861, Synergy_HSA=1.39.